Dataset: Reaction yield outcomes from USPTO patents with 853,638 reactions. Task: Predict the reaction yield, written as a fraction of the theoretical maximum amount of product (1.0 means a 100% yield; for example, 0.34 means a 34% yield). (1) The reactants are [C:1]([C:5]1[CH:6]=[C:7]([CH:36]=[C:37]([C:39]([O:41]C)=[O:40])[CH:38]=1)[CH2:8][CH:9]([CH2:13][CH2:14][CH2:15][S:16]C(C1C=CC=CC=1)(C1C=CC=CC=1)C1C=CC=CC=1)[C:10]([OH:12])=[O:11])([CH3:4])([CH3:3])[CH3:2].C([SiH](C(C)C)C(C)C)(C)C.FC(F)(F)C(O)=O. The catalyst is ClCCl. The product is [C:39]([C:37]1[CH:36]=[C:7]([CH2:8][CH:9]([CH2:13][CH2:14][CH2:15][SH:16])[C:10]([OH:12])=[O:11])[CH:6]=[C:5]([C:1]([CH3:3])([CH3:4])[CH3:2])[CH:38]=1)([OH:41])=[O:40]. The yield is 0.550. (2) The reactants are Br.Br[CH2:3][C:4]1[N:5]=[C:6]2[C:11](=[N:12][CH:13]=1)[N:10]=[C:9]([NH2:14])[N:8]=[C:7]2[NH2:15].[C:16]([O:20][C:21](=[O:32])[CH:22]([NH2:31])[CH2:23][C:24]1[CH:29]=[CH:28][C:27]([OH:30])=[CH:26][CH:25]=1)([CH3:19])([CH3:18])[CH3:17].C(=O)(O)[O-]. The catalyst is CN(C)C(=O)C. The product is [C:16]([O:20][C:21](=[O:32])[CH:22]([NH:31][CH2:3][C:4]1[N:5]=[C:6]2[C:11](=[N:12][CH:13]=1)[N:10]=[C:9]([NH2:14])[N:8]=[C:7]2[NH2:15])[CH2:23][C:24]1[CH:25]=[CH:26][C:27]([OH:30])=[CH:28][CH:29]=1)([CH3:19])([CH3:17])[CH3:18]. The yield is 0.710. (3) The reactants are [CH:1]1([CH2:6][C@H:7]([CH2:26][N:27]([CH:36]=[O:37])[O:28]CC2C=CC=CC=2)[C:8]([N:10]2[C@H:14]([C:15]([NH:17][C:18]3[CH:23]=[CH:22][C:21]([F:24])=[CH:20][N:19]=3)=[O:16])[CH2:13][CH2:12][N:11]2[CH3:25])=[O:9])[CH2:5][CH2:4][CH2:3][CH2:2]1. The catalyst is CO.[OH-].[OH-].[Pd+2]. The product is [CH:1]1([CH2:6][C@H:7]([CH2:26][N:27]([CH:36]=[O:37])[OH:28])[C:8]([N:10]2[C@H:14]([C:15]([NH:17][C:18]3[CH:23]=[CH:22][C:21]([F:24])=[CH:20][N:19]=3)=[O:16])[CH2:13][CH2:12][N:11]2[CH3:25])=[O:9])[CH2:2][CH2:3][CH2:4][CH2:5]1. The yield is 0.578. (4) The yield is 0.780. The catalyst is C1COCC1.O. The reactants are Br[CH:2]1[O:10][C:9]2[CH:8]=[CH:7][N:6]=[C:5]([O:11][CH3:12])[C:4]=2[CH:3]1[Br:13].C1CCN2C(=NCCC2)CC1. The product is [Br:13][C:3]1[C:4]2[C:5]([O:11][CH3:12])=[N:6][CH:7]=[CH:8][C:9]=2[O:10][CH:2]=1. (5) The reactants are [CH3:1][O:2][C:3](=[O:27])[CH:4]([C:8]1[C:9](Cl)=[N:10][C:11]([N:20]2[CH2:25][CH2:24][CH2:23][CH2:22][CH2:21]2)=[N:12][C:13]=1[C:14]1[CH:19]=[CH:18][CH:17]=[CH:16][CH:15]=1)[CH2:5][CH2:6][CH3:7].B(O)(O)[C:29]1[CH:30]=[CH:31][C:32](C)=[CH:33][CH:34]=1.[CH:38](N(CC)C(C)C)(C)C. The catalyst is COCCOC.O.C1C=CC([P]([Pd]([P](C2C=CC=CC=2)(C2C=CC=CC=2)C2C=CC=CC=2)([P](C2C=CC=CC=2)(C2C=CC=CC=2)C2C=CC=CC=2)[P](C2C=CC=CC=2)(C2C=CC=CC=2)C2C=CC=CC=2)(C2C=CC=CC=2)C2C=CC=CC=2)=CC=1. The product is [C:29]1([C:9]2[C:8]([CH:4]([CH2:5][CH2:6][CH3:7])[C:3]([O:2][CH3:1])=[O:27])=[C:13]([C:14]3[CH:19]=[CH:18][C:17]([CH3:38])=[CH:16][CH:15]=3)[N:12]=[C:11]([N:20]3[CH2:25][CH2:24][CH2:23][CH2:22][CH2:21]3)[N:10]=2)[CH:30]=[CH:31][CH:32]=[CH:33][CH:34]=1. The yield is 0.450. (6) The reactants are [F:1][CH:2]([F:49])[C:3]1[N:7]([C:8]2[N:13]=[C:12]([N:14]3[CH2:19][CH2:18][O:17][CH2:16][CH2:15]3)[N:11]=[C:10]([N:20]([CH2:34][CH2:35][CH2:36][N:37]3[CH2:42][CH2:41][O:40][CH2:39][CH2:38]3)[CH:21]3[CH2:26][CH2:25][N:24](C(OC(C)(C)C)=O)[CH2:23][CH2:22]3)[N:9]=2)[C:6]2[CH:43]=[CH:44][CH:45]=[C:46]([O:47][CH3:48])[C:5]=2[N:4]=1.C(O)(C(F)(F)F)=O. The catalyst is C(Cl)Cl. The product is [F:49][CH:2]([F:1])[C:3]1[N:7]([C:8]2[N:13]=[C:12]([N:14]3[CH2:15][CH2:16][O:17][CH2:18][CH2:19]3)[N:11]=[C:10]([N:20]([CH2:34][CH2:35][CH2:36][N:37]3[CH2:38][CH2:39][O:40][CH2:41][CH2:42]3)[CH:21]3[CH2:22][CH2:23][NH:24][CH2:25][CH2:26]3)[N:9]=2)[C:6]2[CH:43]=[CH:44][CH:45]=[C:46]([O:47][CH3:48])[C:5]=2[N:4]=1. The yield is 0.750. (7) The reactants are C([O:8][C:9]1[C:14](=[O:15])[CH:13]=[CH:12][N:11]([CH2:16][C:17]([F:20])([F:19])[F:18])[C:10]=1[CH3:21])C1C=CC=CC=1. The catalyst is [Pd].CO. The product is [OH:8][C:9]1[C:14](=[O:15])[CH:13]=[CH:12][N:11]([CH2:16][C:17]([F:20])([F:18])[F:19])[C:10]=1[CH3:21]. The yield is 0.890.